Dataset: Forward reaction prediction with 1.9M reactions from USPTO patents (1976-2016). Task: Predict the product of the given reaction. (1) Given the reactants [C:1]1([C:7]2[C:15]3[C:10](=[CH:11][CH:12]=[CH:13][CH:14]=3)[NH:9][C:8]=2[C:16]([NH:18][NH2:19])=[O:17])[CH:6]=[CH:5][CH:4]=[CH:3][CH:2]=1.[Br:20][C:21]1[CH:28]=[CH:27][C:24]([CH:25]=O)=[CH:23][CH:22]=1, predict the reaction product. The product is: [Br:20][C:21]1[CH:28]=[CH:27][C:24]([CH:25]=[N:19][NH:18][C:16]([C:8]2[NH:9][C:10]3[C:15]([C:7]=2[C:1]2[CH:2]=[CH:3][CH:4]=[CH:5][CH:6]=2)=[CH:14][CH:13]=[CH:12][CH:11]=3)=[O:17])=[CH:23][CH:22]=1. (2) The product is: [F:31][C:32]([F:36])([F:35])[CH2:33][O:4][C:3](=[O:5])[C:2]([F:15])([F:1])[CH:6]([O:9][C:10](=[O:14])[C:11]([CH3:13])=[CH2:12])[CH2:7][CH3:8]. Given the reactants [F:1][C:2]([F:15])([CH:6]([O:9][C:10](=[O:14])[C:11]([CH3:13])=[CH2:12])[CH2:7][CH3:8])[C:3]([OH:5])=[O:4].C1CCC(N=C=NC2CCCCC2)CC1.[F:31][C:32]([F:36])([F:35])[CH2:33]O.Cl, predict the reaction product. (3) Given the reactants CCCC[Sn]([C:14]1[N:19]=[CH:18][CH:17]=[CH:16][CH:15]=1)(CCCC)CCCC.Cl[C:21]1[N:26]=[C:25]2[S:27][C:28]([CH3:30])=[CH:29][C:24]2=[CH:23][C:22]=1[C@@H:31]([N:33]1[C:41](=[O:42])[C:40]2[C:35](=[CH:36][CH:37]=[CH:38][CH:39]=2)[C:34]1=[O:43])[CH3:32], predict the reaction product. The product is: [CH3:30][C:28]1[S:27][C:25]2=[N:26][C:21]([C:14]3[CH:15]=[CH:16][CH:17]=[CH:18][N:19]=3)=[C:22]([C@@H:31]([N:33]3[C:34](=[O:43])[C:35]4[C:40](=[CH:39][CH:38]=[CH:37][CH:36]=4)[C:41]3=[O:42])[CH3:32])[CH:23]=[C:24]2[CH:29]=1.